Dataset: Forward reaction prediction with 1.9M reactions from USPTO patents (1976-2016). Task: Predict the product of the given reaction. (1) Given the reactants [C:1]([O:5][C:6]([N:8]1[CH2:12][CH:11]([C:13]#[N:14])[CH2:10][CH:9]1[C:15]1[NH:16][C:17]([C:20]2[CH:25]=[CH:24][C:23](B3OC(C)(C)C(C)(C)O3)=[CH:22][CH:21]=2)=[CH:18][N:19]=1)=[O:7])([CH3:4])([CH3:3])[CH3:2].[CH3:35][O:36][C:37](=[O:68])[NH:38][CH:39]([C:43]([N:45]1[CH:51]([C:52]2[NH:53][C:54]([C:57]3[CH:66]=[CH:65][C:64]4[C:59](=[CH:60][CH:61]=[C:62](Br)[CH:63]=4)[CH:58]=3)=[CH:55][N:56]=2)[CH2:50][C:47]2([CH2:49][CH2:48]2)[CH2:46]1)=[O:44])[CH:40]([CH3:42])[CH3:41].C([O-])([O-])=O.[K+].[K+], predict the reaction product. The product is: [C:1]([O:5][C:6]([N:8]1[CH2:12][CH:11]([C:13]#[N:14])[CH2:10][CH:9]1[C:15]1[NH:16][C:17]([C:20]2[CH:25]=[CH:24][C:23]([C:62]3[CH:61]=[CH:60][C:59]4[C:64](=[CH:65][CH:66]=[C:57]([C:54]5[NH:53][C:52]([CH:51]6[CH2:50][C:47]7([CH2:48][CH2:49]7)[CH2:46][N:45]6[C:43](=[O:44])[CH:39]([NH:38][C:37]([O:36][CH3:35])=[O:68])[CH:40]([CH3:42])[CH3:41])=[N:56][CH:55]=5)[CH:58]=4)[CH:63]=3)=[CH:22][CH:21]=2)=[CH:18][N:19]=1)=[O:7])([CH3:3])([CH3:4])[CH3:2]. (2) The product is: [I:1][C:2]1[CH:3]=[N:4][N:5]2[CH2:10][CH2:9][N:8]([C:12]([NH:11][C:14]3[CH:19]=[CH:18][CH:17]=[CH:16][CH:15]=3)=[O:13])[CH2:7][C:6]=12. Given the reactants [I:1][C:2]1[CH:3]=[N:4][N:5]2[CH2:10][CH2:9][NH:8][CH2:7][C:6]=12.[N:11]([C:14]1[CH:19]=[CH:18][CH:17]=[CH:16][CH:15]=1)=[C:12]=[O:13].CCN(CC)CC, predict the reaction product. (3) Given the reactants [Cl:1][C:2]1[CH:15]=[CH:14][C:5]([CH2:6][NH:7]C(=O)C(F)(F)F)=[CH:4][C:3]=1[C:16]1[NH:20][C:19](=[O:21])[N:18]([C:22]2[CH:27]=[CH:26][C:25]([C:28]([F:31])([F:30])[F:29])=[CH:24][CH:23]=2)[N:17]=1.[OH-].[K+], predict the reaction product. The product is: [NH2:7][CH2:6][C:5]1[CH:14]=[CH:15][C:2]([Cl:1])=[C:3]([C:16]2[NH:20][C:19](=[O:21])[N:18]([C:22]3[CH:23]=[CH:24][C:25]([C:28]([F:31])([F:30])[F:29])=[CH:26][CH:27]=3)[N:17]=2)[CH:4]=1. (4) Given the reactants [O:1]=[C:2]1[CH2:7][CH2:6][N:5]([C:8]2[N:13]=[C:12]([O:14][C:15]3[CH:49]=[CH:48][CH:47]=[CH:46][C:16]=3[CH2:17][NH:18][C:19]([NH:21][C:22]3[N:26]([C:27]4[CH:32]=[CH:31][C:30]([CH3:33])=[C:29]([O:34]CC5C=CC=CC=5)[CH:28]=4)[N:25]=[C:24]([C:42]([CH3:45])([CH3:44])[CH3:43])[CH:23]=3)=[O:20])[CH:11]=[CH:10][N:9]=2)[CH2:4][CH2:3]1, predict the reaction product. The product is: [O:1]=[C:2]1[CH2:7][CH2:6][N:5]([C:8]2[N:13]=[C:12]([O:14][C:15]3[CH:49]=[CH:48][CH:47]=[CH:46][C:16]=3[CH2:17][NH:18][C:19]([NH:21][C:22]3[N:26]([C:27]4[CH:32]=[CH:31][C:30]([CH3:33])=[C:29]([OH:34])[CH:28]=4)[N:25]=[C:24]([C:42]([CH3:43])([CH3:44])[CH3:45])[CH:23]=3)=[O:20])[CH:11]=[CH:10][N:9]=2)[CH2:4][CH2:3]1. (5) Given the reactants [NH2:1][C:2]1[CH:10]=[CH:9][CH:8]=[C:7]([Cl:11])[C:3]=1[C:4]([NH2:6])=O.[Cl:12][C:13]1[CH:21]=[CH:20][CH:19]=[CH:18][C:14]=1[C:15](Cl)=O.[NH:22]1[CH2:26][CH2:25][CH2:24][CH2:23]1, predict the reaction product. The product is: [Cl:11][C:7]1[CH:8]=[CH:9][CH:10]=[C:2]2[C:3]=1[C:4]([N:22]1[CH2:26][CH2:25][CH2:24][CH2:23]1)=[N:6][C:15]([C:14]1[CH:18]=[CH:19][CH:20]=[CH:21][C:13]=1[Cl:12])=[N:1]2. (6) Given the reactants C(OC([N:6]1[C:10]2[CH2:11][N:12]([C:14]([O:16][C:17]([CH3:20])([CH3:19])[CH3:18])=[O:15])[CH2:13][C:9]=2[C:8]([I:21])=[N:7]1)=O)C.CO, predict the reaction product. The product is: [C:17]([O:16][C:14]([N:12]1[CH2:13][C:9]2[C:10](=[N:6][NH:7][C:8]=2[I:21])[CH2:11]1)=[O:15])([CH3:20])([CH3:18])[CH3:19]. (7) Given the reactants [CH2:1]([N:3]1[C:15]2[CH:14]=[CH:13][C:12](C(O)=O)=[CH:11][C:10]=2[C:9]2[C:4]1=[CH:5][CH:6]=[CH:7][CH:8]=2)[CH3:2].[C:19]1([C:29](Cl)=[O:30])[C:28]2[C:23](=[CH:24][CH:25]=[CH:26][CH:27]=2)[CH:22]=[CH:21][CH:20]=1, predict the reaction product. The product is: [CH2:1]([N:3]1[C:15]2[CH:14]=[CH:13][C:12]([C:29]([C:19]3[C:28]4[C:23](=[CH:24][CH:25]=[CH:26][CH:27]=4)[CH:22]=[CH:21][CH:20]=3)=[O:30])=[CH:11][C:10]=2[C:9]2[C:4]1=[CH:5][CH:6]=[CH:7][CH:8]=2)[CH3:2].